Dataset: Peptide-MHC class II binding affinity with 134,281 pairs from IEDB. Task: Regression. Given a peptide amino acid sequence and an MHC pseudo amino acid sequence, predict their binding affinity value. This is MHC class II binding data. (1) The peptide sequence is FGHDGTVWAQSADFP. The MHC is HLA-DQA10102-DQB10502 with pseudo-sequence HLA-DQA10102-DQB10502. The binding affinity (normalized) is 0.128. (2) The peptide sequence is ATTEEQKLIEDVNAS. The MHC is DRB1_1001 with pseudo-sequence DRB1_1001. The binding affinity (normalized) is 0.164. (3) The peptide sequence is QLIQLINVDEVNQIVTT. The MHC is DRB1_1302 with pseudo-sequence DRB1_1302. The binding affinity (normalized) is 0.822. (4) The peptide sequence is YFESFVREFVATART. The MHC is H-2-IAb with pseudo-sequence H-2-IAb. The binding affinity (normalized) is 0.543. (5) The peptide sequence is FLFQRAVAREAIIAL. The MHC is DRB1_1602 with pseudo-sequence DRB1_1602. The binding affinity (normalized) is 0.531. (6) The peptide sequence is DINVGFKAAVAAAAG. The MHC is HLA-DQA10401-DQB10402 with pseudo-sequence HLA-DQA10401-DQB10402. The binding affinity (normalized) is 0.545.